This data is from CYP2C9 inhibition data for predicting drug metabolism from PubChem BioAssay. The task is: Regression/Classification. Given a drug SMILES string, predict its absorption, distribution, metabolism, or excretion properties. Task type varies by dataset: regression for continuous measurements (e.g., permeability, clearance, half-life) or binary classification for categorical outcomes (e.g., BBB penetration, CYP inhibition). Dataset: cyp2c9_veith. (1) The drug is CC1(C)[C@@H]2CC[C@]1(C)[C@@H](OC(=O)/C=C\c1ccccc1)C2. The result is 0 (non-inhibitor). (2) The compound is O=C(NCC1CCCO1)/C(=C\c1ccco1)NC(=O)c1ccccc1. The result is 0 (non-inhibitor).